From a dataset of Full USPTO retrosynthesis dataset with 1.9M reactions from patents (1976-2016). Predict the reactants needed to synthesize the given product. Given the product [CH:24]([S:26][CH2:2][C:3]1[CH:7]=[C:6]([C:8]2[CH:9]=[CH:10][C:11]([C:14]([F:15])([F:17])[F:16])=[CH:12][CH:13]=2)[S:5][C:4]=1[CH2:18][OH:20])([CH3:25])[CH3:23], predict the reactants needed to synthesize it. The reactants are: Br[CH2:2][C:3]1[CH:7]=[C:6]([C:8]2[CH:13]=[CH:12][C:11]([C:14]([F:17])([F:16])[F:15])=[CH:10][CH:9]=2)[S:5][C:4]=1[C:18]([O:20]CC)=O.[CH3:23][CH:24]([SH:26])[CH3:25].